From a dataset of Reaction yield outcomes from USPTO patents with 853,638 reactions. Predict the reaction yield, written as a fraction of the theoretical maximum amount of product (1.0 means a 100% yield; for example, 0.34 means a 34% yield). (1) The reactants are [CH3:1][O:2][C:3]1[CH:4]=[C:5]2[C:10](=[CH:11][C:12]=1[O:13][CH3:14])[N:9]=[CH:8][N:7]=[C:6]2[O:15][C:16]1[CH:22]=[CH:21][C:19]([NH2:20])=[C:18]([O:23][CH3:24])[CH:17]=1.C(N(CC)CC)C.ClC(Cl)(O[C:36](=[O:42])OC(Cl)(Cl)Cl)Cl.[CH2:44]([N:48]([CH2:52][CH2:53][CH2:54][CH3:55])[CH2:49][CH2:50][NH2:51])[CH2:45][CH2:46][CH3:47]. The catalyst is C(Cl)(Cl)Cl.O. The product is [CH2:44]([N:48]([CH2:52][CH2:53][CH2:54][CH3:55])[CH2:49][CH2:50][NH:51][C:36]([NH:20][C:19]1[CH:21]=[CH:22][C:16]([O:15][C:6]2[C:5]3[C:10](=[CH:11][C:12]([O:13][CH3:14])=[C:3]([O:2][CH3:1])[CH:4]=3)[N:9]=[CH:8][N:7]=2)=[CH:17][C:18]=1[O:23][CH3:24])=[O:42])[CH2:45][CH2:46][CH3:47]. The yield is 0.490. (2) The reactants are [C:1]1([CH2:7][CH2:8][CH2:9][C:10](=O)[CH2:11][C:12]([O:14]CC)=[O:13])[CH:6]=[CH:5][CH:4]=[CH:3][CH:2]=1.[N:18]([C:21]1[CH:31]=[CH:30][C:24]([C:25]([NH:27][CH2:28][CH3:29])=[O:26])=[CH:23][CH:22]=1)=[N+:19]=[N-:20].[O-]CC.[Na+].O. The catalyst is C(O)C. The product is [CH2:28]([NH:27][C:25]([C:24]1[CH:30]=[CH:31][C:21]([N:18]2[C:10]([CH2:9][CH2:8][CH2:7][C:1]3[CH:2]=[CH:3][CH:4]=[CH:5][CH:6]=3)=[C:11]([C:12]([OH:14])=[O:13])[N:20]=[N:19]2)=[CH:22][CH:23]=1)=[O:26])[CH3:29]. The yield is 0.926. (3) The reactants are [OH:1][C:2]1[CH:3]=[C:4]([C:14]2[N:15]([C:24]([O:26][C:27]([CH3:30])([CH3:29])[CH3:28])=[O:25])[C:16]([C:19]3[S:20][CH:21]=[CH:22][N:23]=3)=[CH:17][CH:18]=2)[CH:5]=[C:6]([O:8][C@@H:9]([CH3:13])[CH2:10][O:11][CH3:12])[CH:7]=1.[C:31]([C:34]1[CH:39]=[CH:38][C:37](B(O)O)=[CH:36][CH:35]=1)(=[O:33])[CH3:32].C(N(CC)CC)C. The catalyst is ClCCl.C([O-])(=O)C.[Cu+2].C([O-])(=O)C. The product is [C:31]([C:34]1[CH:39]=[CH:38][C:37]([O:1][C:2]2[CH:3]=[C:4]([C:14]3[N:15]([C:24]([O:26][C:27]([CH3:29])([CH3:28])[CH3:30])=[O:25])[C:16]([C:19]4[S:20][CH:21]=[CH:22][N:23]=4)=[CH:17][CH:18]=3)[CH:5]=[C:6]([O:8][C@@H:9]([CH3:13])[CH2:10][O:11][CH3:12])[CH:7]=2)=[CH:36][CH:35]=1)(=[O:33])[CH3:32]. The yield is 0.620. (4) The reactants are [CH3:1][C@H:2]1[CH2:7][CH2:6][CH2:5][C@@H:4]([CH3:8])[N:3]1[C:9]1[N:13]2[CH:14]=[C:15]([O:18][C@H:19]3[C:28]4[C:23](=[CH:24][CH:25]=[CH:26][CH:27]=4)[C@@H:22]([NH2:29])[CH2:21][CH2:20]3)[CH:16]=[CH:17][C:12]2=[N:11][N:10]=1.ClC(Cl)(Cl)C[O:33][C:34](=O)[NH:35][C:36]1[N:40]([C:41]2[CH:42]=[N:43][N:44]([CH2:46][CH2:47][O:48][CH:49]3[CH2:54][CH2:53][CH2:52][CH2:51][O:50]3)[CH:45]=2)[N:39]=[C:38]([C:55]([CH3:58])([CH3:57])[CH3:56])[CH:37]=1.CCN(C(C)C)C(C)C. The catalyst is O1CCOCC1. The product is [C:55]([C:38]1[CH:37]=[C:36]([NH:35][C:34]([NH:29][C@@H:22]2[C:23]3[C:28](=[CH:27][CH:26]=[CH:25][CH:24]=3)[C@H:19]([O:18][C:15]3[CH:16]=[CH:17][C:12]4[N:13]([C:9]([N:3]5[C@H:2]([CH3:1])[CH2:7][CH2:6][CH2:5][C@@H:4]5[CH3:8])=[N:10][N:11]=4)[CH:14]=3)[CH2:20][CH2:21]2)=[O:33])[N:40]([C:41]2[CH:42]=[N:43][N:44]([CH2:46][CH2:47][O:48][CH:49]3[CH2:54][CH2:53][CH2:52][CH2:51][O:50]3)[CH:45]=2)[N:39]=1)([CH3:58])([CH3:56])[CH3:57]. The yield is 0.950. (5) The reactants are N(C(OC(C)C)=O)=NC(OC(C)C)=O.C1(P(C2C=CC=CC=2)C2C=CC=CC=2)C=CC=CC=1.[CH:34]1([CH2:37][OH:38])[CH2:36][CH2:35]1.[CH2:39]([O:46][C:47]1[CH:56]=[CH:55][C:50]([C:51]([O:53][CH3:54])=[O:52])=[CH:49][C:48]=1O)[C:40]1[CH:45]=[CH:44][CH:43]=[CH:42][CH:41]=1. The catalyst is O1CCCC1. The product is [CH2:39]([O:46][C:47]1[CH:48]=[CH:49][C:50]([C:51]([O:53][CH3:54])=[O:52])=[CH:55][C:56]=1[O:38][CH2:37][CH:34]1[CH2:36][CH2:35]1)[C:40]1[CH:41]=[CH:42][CH:43]=[CH:44][CH:45]=1. The yield is 0.320. (6) The catalyst is C1COCC1.CCOC(C)=O. The product is [Br:1][C:2]1[C:10]([CH3:11])=[CH:9][C:8]2[C:4](=[CH:5][N:6]([CH2:33][O:32][CH2:31][CH2:30][Si:27]([CH3:29])([CH3:28])[CH3:26])[N:7]=2)[CH:3]=1. The reactants are [Br:1][C:2]1[CH:3]=[C:4]2[C:8](=[CH:9][C:10]=1[CH3:11])[NH:7][N:6]=[CH:5]2.C1(C(N)C2CCCCC2)CCCCC1.[CH3:26][Si:27]([CH2:30][CH2:31][O:32][CH2:33]Cl)([CH3:29])[CH3:28].[OH-].[Na+]. The yield is 0.790. (7) The reactants are [Cl:1][C:2]1[N:3]=[C:4]([N:11]2[CH2:16][CH2:15][O:14][CH2:13][CH2:12]2)[C:5]2[S:10][CH:9]=[CH:8][C:6]=2[N:7]=1.[Li]CCCC.CCCCCC.CN([CH:31]=[O:32])C. The catalyst is C1COCC1. The product is [Cl:1][C:2]1[N:3]=[C:4]([N:11]2[CH2:16][CH2:15][O:14][CH2:13][CH2:12]2)[C:5]2[S:10][C:9]([CH:31]=[O:32])=[CH:8][C:6]=2[N:7]=1. The yield is 0.770. (8) The reactants are [NH2:1][C:2]1[CH:3]=[C:4]([C:8]2[CH:15]=[CH:14][C:11]([C:12]#[N:13])=[C:10]([Cl:16])[CH:9]=2)[CH:5]=[N:6][CH:7]=1.[CH3:17][C:18]1[CH:23]=[CH:22][C:21]([S:24](Cl)(=[O:26])=[O:25])=[CH:20][CH:19]=1. The catalyst is N1C=CC=CC=1. The product is [Cl:16][C:10]1[CH:9]=[C:8]([C:4]2[CH:3]=[C:2]([NH:1][S:24]([C:21]3[CH:22]=[CH:23][C:18]([CH3:17])=[CH:19][CH:20]=3)(=[O:26])=[O:25])[CH:7]=[N:6][CH:5]=2)[CH:15]=[CH:14][C:11]=1[C:12]#[N:13]. The yield is 0.443. (9) The reactants are [CH3:1][S:2]([O:5][C@H:6]1[C@@H:11]([CH3:12])[CH2:10][C:9]([C:13]2[CH:18]=[CH:17][N:16]=[CH:15][C:14]=2[N+:19]([O-])=O)=[CH:8][C@H:7]1[NH:22][C:23]([O:25][C:26]([CH3:29])([CH3:28])[CH3:27])=[O:24])(=[O:4])=[O:3]. The catalyst is C(O)C.[Pd]. The product is [CH3:1][S:2]([O:5][C@H:6]1[C@@H:11]([CH3:12])[CH2:10][C@@H:9]([C:13]2[CH:18]=[CH:17][N:16]=[CH:15][C:14]=2[NH2:19])[CH2:8][C@H:7]1[NH:22][C:23]([O:25][C:26]([CH3:27])([CH3:29])[CH3:28])=[O:24])(=[O:3])=[O:4]. The yield is 0.490.